Dataset: Full USPTO retrosynthesis dataset with 1.9M reactions from patents (1976-2016). Task: Predict the reactants needed to synthesize the given product. (1) Given the product [F:1][C:2]([F:23])([F:22])[C:3]1[CH:4]=[C:5]([CH:15]=[C:16]([C:18]([F:21])([F:20])[F:19])[CH:17]=1)[CH2:6][N:7]1[C:11]([C:29]2[CH:30]=[N:31][CH:32]=[CH:33][CH:34]=2)=[C:10]([C:13]#[N:14])[N:9]=[CH:8]1, predict the reactants needed to synthesize it. The reactants are: [F:1][C:2]([F:23])([F:22])[C:3]1[CH:4]=[C:5]([CH:15]=[C:16]([C:18]([F:21])([F:20])[F:19])[CH:17]=1)[CH2:6][N:7]1[C:11](I)=[C:10]([C:13]#[N:14])[N:9]=[CH:8]1.C([Sn](CCCC)(CCCC)[C:29]1[CH:30]=[N:31][CH:32]=[CH:33][CH:34]=1)CCC. (2) Given the product [Cl:1][C:2]1[CH:3]=[C:4]2[C:8](=[CH:9][CH:10]=1)[CH:7]([CH2:11][NH2:12])[CH2:6][CH2:5]2, predict the reactants needed to synthesize it. The reactants are: [Cl:1][C:2]1[CH:3]=[C:4]2[C:8](=[CH:9][CH:10]=1)[CH:7]([C:11]#[N:12])[CH2:6][CH2:5]2.B.C1COCC1.